This data is from Full USPTO retrosynthesis dataset with 1.9M reactions from patents (1976-2016). The task is: Predict the reactants needed to synthesize the given product. (1) Given the product [BrH:1].[Br:22][C:20]1[CH:19]=[CH:18][C:16]2[N:17]3[CH:2]=[C:3]([C:5]4[CH:10]=[CH:9][C:8]([CH3:11])=[CH:7][CH:6]=4)[N:12]=[C:13]3[S:14][C:15]=2[CH:21]=1, predict the reactants needed to synthesize it. The reactants are: [Br:1][CH2:2][C:3]([C:5]1[CH:10]=[CH:9][C:8]([CH3:11])=[CH:7][CH:6]=1)=O.[NH2:12][C:13]1[S:14][C:15]2[CH:21]=[C:20]([Br:22])[CH:19]=[CH:18][C:16]=2[N:17]=1. (2) Given the product [CH2:8]([O:10][C:11]([C:13]1[CH:14]=[C:15]([NH:19][C:20]2[N:25]=[C:24]([C:26]3[S:30][C:29]([Cl:37])=[N:28][C:27]=3[C:32]([F:35])([F:34])[F:33])[CH:23]=[CH:22][N:21]=2)[CH:16]=[CH:17][CH:18]=1)=[O:12])[CH3:9], predict the reactants needed to synthesize it. The reactants are: N(OC(C)(C)C)=O.[CH2:8]([O:10][C:11]([C:13]1[CH:14]=[C:15]([NH:19][C:20]2[N:25]=[C:24]([C:26]3[S:30][C:29](N)=[N:28][C:27]=3[C:32]([F:35])([F:34])[F:33])[CH:23]=[CH:22][N:21]=2)[CH:16]=[CH:17][CH:18]=1)=[O:12])[CH3:9].O.[ClH:37]. (3) Given the product [N+:1]([C:4]1[CH:5]=[C:6]([C:12]2[O:13][C:14]3[CH:20]=[CH:19][C:18]([C:27]4[CH:28]=[CH:29][C:24]([O:23][CH3:22])=[CH:25][CH:26]=4)=[CH:17][C:15]=3[N:16]=2)[CH:7]=[CH:8][C:9]=1[O:10][CH3:11])([O-:3])=[O:2], predict the reactants needed to synthesize it. The reactants are: [N+:1]([C:4]1[CH:5]=[C:6]([C:12]2[O:13][C:14]3[CH:20]=[CH:19][C:18](Br)=[CH:17][C:15]=3[N:16]=2)[CH:7]=[CH:8][C:9]=1[O:10][CH3:11])([O-:3])=[O:2].[CH3:22][O:23][C:24]1[CH:29]=[CH:28][C:27](B(O)O)=[CH:26][CH:25]=1. (4) Given the product [C:15]([C:12]1[CH:13]=[C:14]2[C:9]([N:8]=[C:7]([CH3:20])[C:6](=[O:21])[N:5]2[CH2:4][C:3]2[CH:22]=[CH:23][C:24]([Cl:26])=[CH:25][C:2]=2[Cl:1])=[CH:10][CH:11]=1)([OH:17])=[O:16], predict the reactants needed to synthesize it. The reactants are: [Cl:1][C:2]1[CH:25]=[C:24]([Cl:26])[CH:23]=[CH:22][C:3]=1[CH2:4][N:5]1[C:14]2[C:9](=[CH:10][CH:11]=[C:12]([C:15]([O:17]CC)=[O:16])[CH:13]=2)[N:8]=[C:7]([CH3:20])[C:6]1=[O:21].[OH-].[Na+].CO.Cl. (5) Given the product [CH2:1]([O:8][C:9]1[C:14]([CH3:15])=[CH:13][C:12]([O:16][C:18](=[O:25])[C:19]2[CH:24]=[CH:23][CH:22]=[CH:21][CH:20]=2)=[CH:11][C:10]=1[Cl:17])[C:2]1[CH:3]=[CH:4][CH:5]=[CH:6][CH:7]=1, predict the reactants needed to synthesize it. The reactants are: [CH2:1]([O:8][C:9]1[C:14]([CH3:15])=[CH:13][C:12]([OH:16])=[CH:11][C:10]=1[Cl:17])[C:2]1[CH:7]=[CH:6][CH:5]=[CH:4][CH:3]=1.[C:18](Cl)(=[O:25])[C:19]1[CH:24]=[CH:23][CH:22]=[CH:21][CH:20]=1.C(N(CC)CC)C. (6) Given the product [CH3:31][C:27]([S:32]([C:35]1[CH:40]=[CH:39][CH:38]=[C:37]([C:41]([F:43])([F:44])[F:42])[CH:36]=1)(=[O:34])=[O:33])([CH3:26])[CH2:28][CH2:29][N:30]1[CH2:2][CH2:3][N:4]2[NH:5][C:6]([C:13]([F:16])([F:15])[F:14])([NH2:19])[CH:7]=[C:8]2[C:9]1=[O:11], predict the reactants needed to synthesize it. The reactants are: Br[CH2:2][CH2:3][N:4]1[C:8]([C:9]([O:11]C)=O)=[CH:7][C:6]([C:13]([F:16])([F:15])[F:14])=[N:5]1.CC[N:19](C(C)C)C(C)C.[CH3:26][C:27]([S:32]([C:35]1[CH:40]=[CH:39][CH:38]=[C:37]([C:41]([F:44])([F:43])[F:42])[CH:36]=1)(=[O:34])=[O:33])([CH3:31])[CH2:28][CH2:29][NH2:30]. (7) Given the product [CH2:1]([O:8][C:9]1[CH:10]=[CH:11][C:12]([CH2:15][CH:16]([O:20][CH2:21][CH3:22])[C:17]([O:19][CH2:2][CH2:1][O:8][CH2:9][CH3:10])=[O:18])=[CH:13][CH:14]=1)[C:2]1[CH:7]=[CH:6][CH:5]=[CH:4][CH:3]=1, predict the reactants needed to synthesize it. The reactants are: [CH2:1]([O:8][C:9]1[CH:14]=[CH:13][C:12]([CH2:15][CH:16]([O:20][CH2:21][CH3:22])[C:17]([OH:19])=[O:18])=[CH:11][CH:10]=1)[C:2]1[CH:7]=[CH:6][CH:5]=[CH:4][CH:3]=1. (8) Given the product [NH2:1][C:2]1[N:7]=[C:6]([C:8]2[S:12][C:11]3[CH:13]=[CH:14][C:15]([CH2:17][C:18]4[CH:19]=[C:20]([CH:24]=[CH:25][CH:26]=4)[C:21]([NH:41][C:40]4[CH:42]=[CH:43][C:37]([O:36][CH2:35][CH2:34][N:28]5[CH2:33][CH2:32][CH2:31][CH2:30][CH2:29]5)=[CH:38][CH:39]=4)=[O:22])=[CH:16][C:10]=3[C:9]=2[CH3:27])[CH:5]=[CH:4][N:3]=1, predict the reactants needed to synthesize it. The reactants are: [NH2:1][C:2]1[N:7]=[C:6]([C:8]2[S:12][C:11]3[CH:13]=[CH:14][C:15]([CH2:17][C:18]4[CH:19]=[C:20]([CH:24]=[CH:25][CH:26]=4)[C:21](O)=[O:22])=[CH:16][C:10]=3[C:9]=2[CH3:27])[CH:5]=[CH:4][N:3]=1.[N:28]1([CH2:34][CH2:35][O:36][C:37]2[CH:43]=[CH:42][C:40]([NH2:41])=[CH:39][CH:38]=2)[CH2:33][CH2:32][CH2:31][CH2:30][CH2:29]1.C(N(CC)CC)C.CN(C(ON1N=NC2C=CC=NC1=2)=[N+](C)C)C.F[P-](F)(F)(F)(F)F. (9) Given the product [NH2:15][CH2:14][CH:8]([C:6]1[CH:5]=[CH:4][CH:3]=[C:2]([CH3:1])[N:7]=1)[OH:9], predict the reactants needed to synthesize it. The reactants are: [CH3:1][C:2]1[N:7]=[C:6]([CH:8]=[O:9])[CH:5]=[CH:4][CH:3]=1.C[Si]([C:14]#[N:15])(C)C.[H-].[Al+3].[Li+].[H-].[H-].[H-].[OH-].[Na+]. (10) Given the product [Cl:31][C:28]1[CH:27]=[CH:26][C:25]([CH2:24][C@H:8]([C:9]([N:11]2[C@H:15]([CH3:16])[C@H:14]([C:17]3[CH:18]=[CH:19][CH:20]=[CH:21][CH:22]=3)[O:13][C:12]2=[O:23])=[O:10])[CH2:7][C:6]([OH:32])=[O:5])=[CH:30][CH:29]=1, predict the reactants needed to synthesize it. The reactants are: C([O:5][C:6](=[O:32])[CH2:7][C@H:8]([CH2:24][C:25]1[CH:30]=[CH:29][C:28]([Cl:31])=[CH:27][CH:26]=1)[C:9]([N:11]1[C@H:15]([CH3:16])[C@H:14]([C:17]2[CH:22]=[CH:21][CH:20]=[CH:19][CH:18]=2)[O:13][C:12]1=[O:23])=[O:10])(C)(C)C.C(O)(C(F)(F)F)=O.